Dataset: Peptide-MHC class II binding affinity with 134,281 pairs from IEDB. Task: Regression. Given a peptide amino acid sequence and an MHC pseudo amino acid sequence, predict their binding affinity value. This is MHC class II binding data. (1) The peptide sequence is NDKFTVFEGAFNKAI. The MHC is DRB1_0701 with pseudo-sequence DRB1_0701. The binding affinity (normalized) is 0.803. (2) The peptide sequence is GGESFGIVVAWKVRL. The MHC is HLA-DPA10201-DPB10501 with pseudo-sequence HLA-DPA10201-DPB10501. The binding affinity (normalized) is 0.144.